From a dataset of Reaction yield outcomes from USPTO patents with 853,638 reactions. Predict the reaction yield, written as a fraction of the theoretical maximum amount of product (1.0 means a 100% yield; for example, 0.34 means a 34% yield). (1) The yield is 0.550. The product is [N:14]1([S:2]([C:5]2[CH:13]=[CH:12][C:8]([C:9]([OH:11])=[O:10])=[CH:7][CH:6]=2)(=[O:4])=[O:3])[CH2:19][CH2:18][O:17][CH2:16][CH2:15]1. The reactants are Cl[S:2]([C:5]1[CH:13]=[CH:12][C:8]([C:9]([OH:11])=[O:10])=[CH:7][CH:6]=1)(=[O:4])=[O:3].[NH:14]1[CH2:19][CH2:18][O:17][CH2:16][CH2:15]1. No catalyst specified. (2) The yield is 0.523. The catalyst is CO.Cl. The reactants are [C:1]([O:4][C:5]1[C:12]([C:13]([CH3:16])([CH3:15])[CH3:14])=[CH:11][C:8]([CH:9]=O)=[CH:7][C:6]=1[C:17]([CH3:20])([CH3:19])[CH3:18])(=[O:3])[CH3:2].[CH2:21]([NH:25][OH:26])[CH:22]([CH3:24])[CH3:23]. The product is [C:1]([O:4][C:5]1[C:12]([C:13]([CH3:16])([CH3:15])[CH3:14])=[CH:11][C:8]([CH:9]=[N+:25]([CH2:21][CH:22]([CH3:24])[CH3:23])[O-:26])=[CH:7][C:6]=1[C:17]([CH3:20])([CH3:19])[CH3:18])(=[O:3])[CH3:2]. (3) The reactants are C(N(C(C)C)CC)(C)C.[Cl:10][C:11]1[CH:12]=[CH:13][C:14]2[N:19]=[C:18]([C:20]3[C:29]4[C:24](=[CH:25][CH:26]=[CH:27][CH:28]=4)[CH:23]=[CH:22][CH:21]=3)[O:17][C:16](=[O:30])[C:15]=2[CH:31]=1.[NH2:32][CH:33]1[CH2:38][CH2:37][O:36][CH2:35][CH2:34]1. No catalyst specified. The product is [Cl:10][C:11]1[CH:12]=[CH:13][C:14]([NH:19][C:18]([C:20]2[C:29]3[C:24](=[CH:25][CH:26]=[CH:27][CH:28]=3)[CH:23]=[CH:22][CH:21]=2)=[O:17])=[C:15]([C:16]([NH:32][CH:33]2[CH2:38][CH2:37][O:36][CH2:35][CH2:34]2)=[O:30])[CH:31]=1. The yield is 0.860. (4) The reactants are [Br:1]Br.[CH3:3][C:4]1[NH:5][C:6](=[O:14])[C:7]2[C:12]([CH:13]=1)=[CH:11][CH:10]=[CH:9][CH:8]=2.O. The catalyst is C(O)(=O)C. The product is [Br:1][C:13]1[C:12]2[C:7](=[CH:8][CH:9]=[CH:10][CH:11]=2)[C:6](=[O:14])[NH:5][C:4]=1[CH3:3]. The yield is 0.880.